The task is: Regression. Given a peptide amino acid sequence and an MHC pseudo amino acid sequence, predict their binding affinity value. This is MHC class I binding data.. This data is from Peptide-MHC class I binding affinity with 185,985 pairs from IEDB/IMGT. (1) The binding affinity (normalized) is 0. The peptide sequence is VTSLLTGAL. The MHC is H-2-Db with pseudo-sequence H-2-Db. (2) The peptide sequence is GMSYYCKSHK. The MHC is HLA-A68:01 with pseudo-sequence HLA-A68:01. The binding affinity (normalized) is 0.333. (3) The peptide sequence is SLSPAYWML. The MHC is HLA-A02:01 with pseudo-sequence HLA-A02:01. The binding affinity (normalized) is 0.563.